The task is: Predict the reaction yield, written as a fraction of the theoretical maximum amount of product (1.0 means a 100% yield; for example, 0.34 means a 34% yield).. This data is from Reaction yield outcomes from USPTO patents with 853,638 reactions. (1) The reactants are [NH:1]1[CH2:5][CH2:4][CH:3]2[CH2:6][N:7]([C:9]([O:11][C:12]([CH3:15])([CH3:14])[CH3:13])=[O:10])[CH2:8][CH:2]12.C(N(CC)CC)C.[C:23](Cl)(=[O:25])[CH3:24]. The catalyst is ClCCl. The product is [C:23]([N:1]1[CH2:5][CH2:4][CH:3]2[CH2:6][N:7]([C:9]([O:11][C:12]([CH3:15])([CH3:14])[CH3:13])=[O:10])[CH2:8][CH:2]12)(=[O:25])[CH3:24]. The yield is 0.900. (2) The reactants are C([O:8][C:9]1[CH:10]=[C:11]([CH:15]2[CH2:19][C:18]3([CH2:24][CH2:23][N:22]([C:25]([O:27][C:28]([CH3:31])([CH3:30])[CH3:29])=[O:26])[CH2:21][CH2:20]3)[O:17][CH2:16]2)[CH:12]=[CH:13][CH:14]=1)C1C=CC=CC=1.[H][H]. The catalyst is CC(=O)OCC.CO.[Pd]. The product is [OH:8][C:9]1[CH:10]=[C:11]([CH:15]2[CH2:19][C:18]3([CH2:24][CH2:23][N:22]([C:25]([O:27][C:28]([CH3:31])([CH3:30])[CH3:29])=[O:26])[CH2:21][CH2:20]3)[O:17][CH2:16]2)[CH:12]=[CH:13][CH:14]=1. The yield is 0.967. (3) The reactants are [Cl:1][C:2]1[S:3][C:4]([S:8](Cl)(=[O:10])=[O:9])=[C:5]([CH3:7])[N:6]=1.[OH-].[NH4+:13]. No catalyst specified. The product is [Cl:1][C:2]1[S:3][C:4]([S:8]([NH2:13])(=[O:10])=[O:9])=[C:5]([CH3:7])[N:6]=1. The yield is 0.810. (4) The yield is 0.700. The catalyst is CN(C=O)C. The product is [Cl:17][C:8]1[C:7]2[C:12](=[CH:13][C:4]([N+:1]([O-:3])=[O:2])=[CH:5][CH:6]=2)[N:11]=[CH:10][N:9]=1. The reactants are [N+:1]([C:4]1[CH:13]=[C:12]2[C:7]([C:8](O)=[N:9][CH:10]=[N:11]2)=[CH:6][CH:5]=1)([O-:3])=[O:2].S(Cl)([Cl:17])=O. (5) The product is [NH2:33][C@H:30]1[CH2:31][CH2:32][C@H:27]([NH:34][C:2]2[CH:3]=[C:4]([NH:20][C:21]3[CH:26]=[CH:25][N:24]=[CH:23][N:22]=3)[C:5]3[N:6]([C:8]([C:11]([NH:13][C:14]4[CH:19]=[CH:18][N:17]=[CH:16][CH:15]=4)=[O:12])=[CH:9][N:10]=3)[N:7]=2)[CH2:28][CH2:29]1. The catalyst is CN1C(=O)CCC1.CO. The reactants are Cl[C:2]1[CH:3]=[C:4]([NH:20][C:21]2[CH:26]=[CH:25][N:24]=[CH:23][N:22]=2)[C:5]2[N:6]([C:8]([C:11]([NH:13][C:14]3[CH:19]=[CH:18][N:17]=[CH:16][CH:15]=3)=[O:12])=[CH:9][N:10]=2)[N:7]=1.[C@H:27]1([NH2:34])[CH2:32][CH2:31][C@H:30]([NH2:33])[CH2:29][CH2:28]1. The yield is 0.0859. (6) The reactants are [CH2:1]([N:3]([C:15]1[CH:26]=[C:25]2[C:27]3[CH:21]([CH2:22][CH2:23][CH2:24]2)[CH2:20][CH2:19][CH2:18][C:17]=3[CH:16]=1)[C:4]1[CH:14]=[CH:13][C:7]([C:8]([O:10]CC)=[O:9])=[CH:6][CH:5]=1)[CH3:2].[OH-].[Na+].Cl. The catalyst is C(O)C. The product is [CH2:1]([N:3]([C:15]1[CH:26]=[C:25]2[C:27]3[CH:21]([CH2:22][CH2:23][CH2:24]2)[CH2:20][CH2:19][CH2:18][C:17]=3[CH:16]=1)[C:4]1[CH:5]=[CH:6][C:7]([C:8]([OH:10])=[O:9])=[CH:13][CH:14]=1)[CH3:2]. The yield is 0.790.